Predict the reactants needed to synthesize the given product. From a dataset of Full USPTO retrosynthesis dataset with 1.9M reactions from patents (1976-2016). (1) Given the product [Cl:25][C:26]1[CH:31]=[CH:30][C:29]([NH:32][C:33]([C:35]2[N:39]([CH3:40])[N:38]=[C:37]([C:41]([F:47])([F:46])[C:42]([F:45])([F:44])[F:43])[C:36]=2[CH:13]=[CH2:14])=[O:34])=[CH:28][C:27]=1[C:49](=[O:54])[NH:50][CH:51]1[CH2:53][CH2:52]1, predict the reactants needed to synthesize it. The reactants are: C(=O)([O-])[O-].[K+].[K+].B1(C=C)OB([CH:13]=[CH2:14])OB(C=C)O1.C1C=CN=CC=1.[Cl:25][C:26]1[CH:31]=[CH:30][C:29]([NH:32][C:33]([C:35]2[N:39]([CH3:40])[N:38]=[C:37]([C:41]([F:47])([F:46])[C:42]([F:45])([F:44])[F:43])[C:36]=2I)=[O:34])=[CH:28][C:27]=1[C:49](=[O:54])[NH:50][CH:51]1[CH2:53][CH2:52]1. (2) Given the product [F:1][C:2]([F:22])([C:15]1[N:20]=[CH:19][C:18]([F:21])=[CH:17][N:16]=1)[C:3]1[N:10]=[C:8]([OH:9])[C:7]2[C:6](=[CH:14][CH:13]=[CH:12][CH:11]=2)[N:5]=1, predict the reactants needed to synthesize it. The reactants are: [F:1][C:2]([F:22])([C:15]1[N:20]=[CH:19][C:18]([F:21])=[CH:17][N:16]=1)[C:3]([NH:5][C:6]1[CH:14]=[CH:13][CH:12]=[CH:11][C:7]=1[C:8]([NH2:10])=[O:9])=O.Cl[Si](C)(C)C. (3) Given the product [Cl:8][C:9]1[N:14]=[CH:13][C:12]([CH2:15][N:16]([CH3:17])[C:2]2[CH2:4][O:5][C:6](=[O:7])[CH:1]=2)=[CH:11][C:10]=1[F:18], predict the reactants needed to synthesize it. The reactants are: [CH2:1]1[C:6](=[O:7])[O:5][CH2:4][C:2]1=O.[Cl:8][C:9]1[N:14]=[CH:13][C:12]([CH2:15][NH:16][CH3:17])=[CH:11][C:10]=1[F:18].